From a dataset of Forward reaction prediction with 1.9M reactions from USPTO patents (1976-2016). Predict the product of the given reaction. (1) Given the reactants [Br-:1].[OH:2][C@@H:3]1[CH:8]2[CH2:9][CH2:10][N+:5]([CH2:11][CH2:12][CH2:13][C:14]3[CH:19]=[CH:18][CH:17]=[CH:16][CH:15]=3)([CH2:6][CH2:7]2)[CH2:4]1.[C:20]1([CH3:40])[CH:25]=[CH:24][CH:23]=[C:22]([N:26]([CH2:30][C:31]2[CH:36]=[C:35]([F:37])[C:34]([F:38])=[CH:33][C:32]=2[F:39])[C:27](Cl)=[O:28])[CH:21]=1.C(OC(C)C)(C)C, predict the reaction product. The product is: [Br-:1].[C:14]1([CH2:13][CH2:12][CH2:11][N+:5]23[CH2:6][CH2:7][CH:8]([CH2:9][CH2:10]2)[C@@H:3]([O:2][C:27](=[O:28])[N:26]([C:22]2[CH:21]=[C:20]([CH3:40])[CH:25]=[CH:24][CH:23]=2)[CH2:30][C:31]2[CH:36]=[C:35]([F:37])[C:34]([F:38])=[CH:33][C:32]=2[F:39])[CH2:4]3)[CH:15]=[CH:16][CH:17]=[CH:18][CH:19]=1. (2) Given the reactants [CH:1]([C:3]1[CH:4]=[CH:5][C:6]([N:9]2[CH:13]=[N:12][N:11]=[N:10]2)=[N:7][CH:8]=1)=[CH2:2].BrN1C(=[O:20])CCC1=O.[OH-].[Na+], predict the reaction product. The product is: [O:20]1[CH2:2][CH:1]1[C:3]1[CH:4]=[CH:5][C:6]([N:9]2[CH:13]=[N:12][N:11]=[N:10]2)=[N:7][CH:8]=1. (3) Given the reactants CCCC[N+](CCCC)(CCCC)CCCC.[F-].[CH3:19][N:20]1[CH2:25][CH2:24][N:23]([C:26]([C:28]2[CH:33]=[CH:32][CH:31]=[C:30]([C:34]#[C:35][Si](C)(C)C)[CH:29]=2)=[O:27])[CH2:22][CH2:21]1, predict the reaction product. The product is: [C:34]([C:30]1[CH:29]=[C:28]([C:26]([N:23]2[CH2:22][CH2:21][N:20]([CH3:19])[CH2:25][CH2:24]2)=[O:27])[CH:33]=[CH:32][CH:31]=1)#[CH:35].